From a dataset of M1 muscarinic receptor antagonist screen with 61,756 compounds. Binary Classification. Given a drug SMILES string, predict its activity (active/inactive) in a high-throughput screening assay against a specified biological target. The compound is s1c(N(c2cc(OC)ccc2)C(=O)c2sccc2)nc2c1cccc2. The result is 0 (inactive).